From a dataset of Full USPTO retrosynthesis dataset with 1.9M reactions from patents (1976-2016). Predict the reactants needed to synthesize the given product. (1) Given the product [NH:30]1[CH:34]=[CH:33][N:32]=[C:31]1[CH2:35][N:1]([CH2:2][C:3]1[CH:12]=[CH:11][C:10]2[C:5](=[CH:6][CH:7]=[C:8]([CH2:13][CH2:14][CH2:15][N:16]([CH2:20][CH2:21][CH3:22])[CH2:17][CH2:18][CH3:19])[CH:9]=2)[CH:4]=1)[CH2:51][C:47]1[N:46]([CH3:45])[CH:50]=[CH:49][N:48]=1, predict the reactants needed to synthesize it. The reactants are: [NH2:1][CH2:2][C:3]1[CH:12]=[CH:11][C:10]2[C:5](=[CH:6][CH:7]=[C:8]([CH2:13][CH2:14][CH2:15][N:16]([CH2:20][CH2:21][CH3:22])[CH2:17][CH2:18][CH3:19])[CH:9]=2)[CH:4]=1.C(OC)(OC)OC.[NH:30]1[CH:34]=[CH:33][N:32]=[C:31]1[CH:35]=O.[BH4-].[Na+].[Cl-].[NH4+].C([BH3-])#N.[Na+].[CH3:45][N:46]1[CH:50]=[CH:49][N:48]=[C:47]1[CH:51]=O. (2) The reactants are: [CH3:1][C:2]1[CH2:6][CH:5]([CH3:7])[N:4]([CH2:8][C:9]([OH:11])=O)[N:3]=1.[F:12][C:13]1[CH:18]=[CH:17][CH:16]=[C:15]([F:19])[C:14]=1[CH:20]1[O:24][N:23]=[C:22]([C:25]2[N:26]=[C:27]([CH:30]3[CH2:35][CH2:34][NH:33][CH2:32][CH2:31]3)[S:28][CH:29]=2)[CH2:21]1.ON1C2C=CC=CC=2N=N1.C(N(CC)CC)C. Given the product [F:12][C:13]1[CH:18]=[CH:17][CH:16]=[C:15]([F:19])[C:14]=1[CH:20]1[O:24][N:23]=[C:22]([C:25]2[N:26]=[C:27]([CH:30]3[CH2:35][CH2:34][N:33]([C:9](=[O:11])[CH2:8][N:4]4[CH:5]([CH3:7])[CH2:6][C:2]([CH3:1])=[N:3]4)[CH2:32][CH2:31]3)[S:28][CH:29]=2)[CH2:21]1, predict the reactants needed to synthesize it. (3) Given the product [OH:8][C:6]1[C:19]2[C:11](=[C:12]([CH3:20])[CH:13]=[C:14]([C:15]([OH:17])=[O:16])[CH:18]=2)[N:10]=[CH:9][CH:5]=1, predict the reactants needed to synthesize it. The reactants are: CC1(C)O[C:6](=[O:8])[C:5](=[CH:9][NH:10][C:11]2[CH:19]=[CH:18][C:14]([C:15]([OH:17])=[O:16])=[CH:13][C:12]=2[CH3:20])C(=O)O1. (4) Given the product [NH2:26][C:24](=[O:25])[CH2:23][C:22]([NH:21][C:12](=[O:14])[C:9]1[CH:8]=[C:7]([O:15][CH2:16][C:17]([F:20])([F:19])[F:18])[C:6]([C:2]2([F:1])[CH2:3][CH2:4][CH2:5]2)=[CH:11][N:10]=1)([CH:28]1[CH2:30][CH2:29]1)[CH3:27], predict the reactants needed to synthesize it. The reactants are: [F:1][C:2]1([C:6]2[C:7]([O:15][CH2:16][C:17]([F:20])([F:19])[F:18])=[CH:8][C:9]([C:12]([OH:14])=O)=[N:10][CH:11]=2)[CH2:5][CH2:4][CH2:3]1.[NH2:21][C:22]([CH:28]1[CH2:30][CH2:29]1)([CH3:27])[CH2:23][C:24]([NH2:26])=[O:25]. (5) Given the product [CH3:16][O:15][C:13]([C:12]1[CH:11]=[C:10]([CH:9]=[C:8]([O:7][CH2:6][CH2:5][O:4][CH3:3])[CH:17]=1)[C:18]([OH:20])=[O:19])=[O:14], predict the reactants needed to synthesize it. The reactants are: [OH-].[Na+].[CH3:3][O:4][CH2:5][CH2:6][O:7][C:8]1[CH:9]=[C:10]([C:18]([O:20]C)=[O:19])[CH:11]=[C:12]([CH:17]=1)[C:13]([O:15][CH3:16])=[O:14]. (6) Given the product [F:20][C:21]1[CH:26]=[CH:25][CH:24]=[C:23]([F:27])[C:22]=1[CH2:28][N:13]1[C:12]2[CH:14]=[CH:15][CH:16]=[C:17]([CH2:18][CH3:19])[C:11]=2[N:10]=[C:9]1[C:3]1[C:4]([F:8])=[CH:5][CH:6]=[CH:7][C:2]=1[F:1], predict the reactants needed to synthesize it. The reactants are: [F:1][C:2]1[CH:7]=[CH:6][CH:5]=[C:4]([F:8])[C:3]=1[C:9]1[NH:10][C:11]2[C:17]([CH2:18][CH3:19])=[CH:16][CH:15]=[CH:14][C:12]=2[N:13]=1.[F:20][C:21]1[CH:26]=[CH:25][CH:24]=[C:23]([F:27])[C:22]=1[CH2:28]Br.